Regression. Given a peptide amino acid sequence and an MHC pseudo amino acid sequence, predict their binding affinity value. This is MHC class I binding data. From a dataset of Peptide-MHC class I binding affinity with 185,985 pairs from IEDB/IMGT. (1) The peptide sequence is PERQRLLPA. The MHC is HLA-B15:03 with pseudo-sequence HLA-B15:03. The binding affinity (normalized) is 0. (2) The binding affinity (normalized) is 0.589. The MHC is HLA-B40:01 with pseudo-sequence HLA-B40:01. The peptide sequence is LEESHPGIF. (3) The peptide sequence is GVKVRVWLF. The MHC is HLA-A69:01 with pseudo-sequence HLA-A69:01. The binding affinity (normalized) is 0.0847. (4) The peptide sequence is CPTQGEAVL. The MHC is HLA-B35:01 with pseudo-sequence HLA-B35:01. The binding affinity (normalized) is 0.726. (5) The peptide sequence is RQRWQQIL. The MHC is Mamu-B03 with pseudo-sequence Mamu-B03. The binding affinity (normalized) is 0.478. (6) The peptide sequence is IVYSLVTTI. The MHC is HLA-A32:01 with pseudo-sequence HLA-A32:01. The binding affinity (normalized) is 0.881. (7) The peptide sequence is SHLEVQGYWHL. The MHC is HLA-B38:01 with pseudo-sequence HLA-B38:01. The binding affinity (normalized) is 0.765. (8) The peptide sequence is GRNLLTAL. The MHC is Mamu-B08 with pseudo-sequence Mamu-B08. The binding affinity (normalized) is 0.580.